Dataset: Forward reaction prediction with 1.9M reactions from USPTO patents (1976-2016). Task: Predict the product of the given reaction. (1) Given the reactants C[O:2][C:3](=[O:38])[CH2:4][O:5][C:6]1[CH:7]=[C:8]2[C:13](=[CH:14][CH:15]=1)[N:12]([C:16](=[O:24])[C:17]1[CH:22]=[CH:21][C:20]([F:23])=[CH:19][CH:18]=1)[C@@H:11]([CH3:25])[CH2:10][C@H:9]2[N:26]([C:31]1[CH:36]=[CH:35][C:34]([Cl:37])=[CH:33][CH:32]=1)[C:27](=[O:30])[CH2:28][CH3:29].[OH-].[Na+], predict the reaction product. The product is: [Cl:37][C:34]1[CH:33]=[CH:32][C:31]([N:26]([C:27](=[O:30])[CH2:28][CH3:29])[C@H:9]2[C:8]3[C:13](=[CH:14][CH:15]=[C:6]([O:5][CH2:4][C:3]([OH:38])=[O:2])[CH:7]=3)[N:12]([C:16](=[O:24])[C:17]3[CH:18]=[CH:19][C:20]([F:23])=[CH:21][CH:22]=3)[C@@H:11]([CH3:25])[CH2:10]2)=[CH:36][CH:35]=1. (2) The product is: [CH2:1]([S:4][C:5]1[CH:6]=[CH:7][C:8]([C:11]2[CH:12]=[C:13]([C:16]([OH:18])=[O:17])[S:14][CH:15]=2)=[CH:9][CH:10]=1)[CH2:3][CH3:19]. Given the reactants [CH:1]([S:4][C:5]1[CH:10]=[CH:9][C:8]([C:11]2[CH:12]=[C:13]([C:16]([OH:18])=[O:17])[S:14][CH:15]=2)=[CH:7][CH:6]=1)([CH3:3])C.[CH2:19](SC1C=CC(B(O)O)=CC=1)CC, predict the reaction product. (3) Given the reactants [C:1]([O:9][CH2:10][CH3:11])(=[O:8])[CH2:2][C:3]([O:5][CH2:6][CH3:7])=[O:4].C(O)(=[O:14])C.Cl([O-])=O.[Na+], predict the reaction product. The product is: [O:14]=[C:2]([C:3]([O:5][CH2:6][CH3:7])=[O:4])[C:1]([O:9][CH2:10][CH3:11])=[O:8]. (4) Given the reactants [Cl:1][C:2]1[CH:3]=[C:4]2[C:9](=[CH:10][CH:11]=1)[N:8]=[CH:7][CH:6]=[C:5]2[N:12]1[CH2:17][CH2:16][NH:15][CH2:14][CH2:13]1.[F:18][C:19]1[CH:24]=[CH:23][C:22]([N:25]=[C:26]=[O:27])=[CH:21][CH:20]=1.CCCCCC.CCOC(C)=O, predict the reaction product. The product is: [Cl:1][C:2]1[CH:3]=[C:4]2[C:9](=[CH:10][CH:11]=1)[N:8]=[CH:7][CH:6]=[C:5]2[N:12]1[CH2:13][CH2:14][N:15]([C:26]([NH:25][C:22]2[CH:23]=[CH:24][C:19]([F:18])=[CH:20][CH:21]=2)=[O:27])[CH2:16][CH2:17]1. (5) The product is: [F:31][C:32]1[CH:37]=[CH:36][C:35]([O:41][CH3:42])=[C:34]([C:2]2[CH:7]=[CH:6][CH:5]=[CH:4][C:3]=2[CH2:8][CH2:9][C:10]([N:12]([CH:22]([CH3:24])[CH3:23])[NH:13][C:14](=[O:21])[C:15]2[CH:20]=[CH:19][CH:18]=[CH:17][CH:16]=2)=[O:11])[CH:33]=1. Given the reactants Br[C:2]1[CH:7]=[CH:6][CH:5]=[CH:4][C:3]=1[CH2:8][CH2:9][C:10]([N:12]([CH:22]([CH3:24])[CH3:23])[NH:13][C:14](=[O:21])[C:15]1[CH:20]=[CH:19][CH:18]=[CH:17][CH:16]=1)=[O:11].C([O-])([O-])=O.[Na+].[Na+].[F:31][C:32]1[CH:33]=[CH:34][C:35]([O:41][CH3:42])=[C:36](B(O)O)[CH:37]=1, predict the reaction product. (6) Given the reactants [CH2:1]([O:3][CH:4]([O:14][CH2:15][CH3:16])[C:5]1[CH:10]=[CH:9][C:8]([CH2:11][NH:12][CH3:13])=[CH:7][CH:6]=1)[CH3:2].C(N(CC)CC)C.[C:24](Cl)(=[O:33])[O:25][CH2:26][C:27]1[CH:32]=[CH:31][CH:30]=[CH:29][CH:28]=1, predict the reaction product. The product is: [CH2:15]([O:14][CH:4]([O:3][CH2:1][CH3:2])[C:5]1[CH:10]=[CH:9][C:8]([CH2:11][N:12]([CH3:13])[C:24](=[O:33])[O:25][CH2:26][C:27]2[CH:32]=[CH:31][CH:30]=[CH:29][CH:28]=2)=[CH:7][CH:6]=1)[CH3:16].